From a dataset of Reaction yield outcomes from USPTO patents with 853,638 reactions. Predict the reaction yield, written as a fraction of the theoretical maximum amount of product (1.0 means a 100% yield; for example, 0.34 means a 34% yield). (1) The reactants are [Br:1][C:2]1[CH:3]=[CH:4][C:5]2[O:11][CH2:10][CH:9]3[CH2:12][N:13](C(OC(C)(C)C)=O)[CH2:14][CH2:15][N:8]3[C:7](=[O:23])[C:6]=2[CH:24]=1.C(OCC)(=O)C.[ClH:31]. No catalyst specified. The product is [ClH:31].[Br:1][C:2]1[CH:3]=[CH:4][C:5]2[O:11][CH2:10][CH:9]3[CH2:12][NH:13][CH2:14][CH2:15][N:8]3[C:7](=[O:23])[C:6]=2[CH:24]=1. The yield is 0.653. (2) The reactants are C1(COC([N:11]2[CH2:14][C:13]3([C@@H:18]([CH3:19])[NH:17][C:16](=[O:20])[O:15]3)[CH2:12]2)=O)C=CC=CC=1.[H][H]. The catalyst is CO.[Pd]. The yield is 1.00. The product is [CH3:19][C@@H:18]1[C:13]2([CH2:14][NH:11][CH2:12]2)[O:15][C:16](=[O:20])[NH:17]1. (3) The reactants are Cl[O-].[Na+].C(=O)(O)[O-].[Na+].[CH2:9]([O:16][CH2:17][CH:18]([OH:28])[CH2:19][O:20][CH2:21][C:22]1[CH:27]=[CH:26][CH:25]=[CH:24][CH:23]=1)[C:10]1[CH:15]=[CH:14][CH:13]=[CH:12][CH:11]=1.CC1(C)N([O])C(C)(C)CCC1. The catalyst is C1(C)C=CC=CC=1. The product is [CH2:9]([O:16][CH2:17][C:18](=[O:28])[CH2:19][O:20][CH2:21][C:22]1[CH:27]=[CH:26][CH:25]=[CH:24][CH:23]=1)[C:10]1[CH:11]=[CH:12][CH:13]=[CH:14][CH:15]=1. The yield is 0.887. (4) The product is [Br:15][C:16]1[CH:21]=[C:20]([N:10]2[C:4]3[CH:3]=[C:2]([CH3:1])[N:7]=[CH:6][C:5]=3[C:8]([C:11]([O:13][CH3:14])=[O:12])=[N:9]2)[CH:19]=[CH:18][CH:17]=1. No catalyst specified. The yield is 0.410. The reactants are [CH3:1][C:2]1[N:7]=[CH:6][C:5]2[C:8]([C:11]([O:13][CH3:14])=[O:12])=[N:9][NH:10][C:4]=2[CH:3]=1.[Br:15][C:16]1[CH:17]=[C:18](B(O)O)[CH:19]=[CH:20][CH:21]=1. (5) The reactants are [CH2:1]1[CH2:6][C@H:5]([C:7]([OH:9])=[O:8])[CH2:4][CH2:3][C@H:2]1[CH2:10][NH2:11].[CH3:12][CH:13]([CH3:30])[C:14]([O:16][CH:17]([O:19][C:20](ON1C(=O)CCC1=O)=[O:21])[CH3:18])=[O:15]. The catalyst is CC(OC)(C)C.CC(C)=O.O. The product is [CH3:12][CH:13]([CH3:30])[C:14]([O:16][CH:17]([O:19][C:20]([CH:10]([NH2:11])[C@H:2]1[CH2:3][CH2:4][C@H:5]([C:7]([OH:9])=[O:8])[CH2:6][CH2:1]1)=[O:21])[CH3:18])=[O:15]. The yield is 0.530. (6) The reactants are [OH:1][C@H:2]([CH3:6])[C:3]([NH2:5])=O.F[B-](F)(F)F.C([O+](CC)CC)C.N[C:20]1[C:21]([NH:29][C@H:30]2[CH2:35][CH2:34][C@H:33]([CH2:36][S:37]([NH:40][CH3:41])(=[O:39])=[O:38])[CH2:32][CH2:31]2)=[C:22]2[S:28][CH:27]=[CH:26][C:23]2=[N:24][CH:25]=1. The catalyst is O1CCCC1.C(O)C. The product is [OH:1][C@@H:2]([C:3]1[N:29]([C@H:30]2[CH2:31][CH2:32][C@H:33]([CH2:36][S:37]([NH:40][CH3:41])(=[O:38])=[O:39])[CH2:34][CH2:35]2)[C:21]2=[C:22]3[S:28][CH:27]=[CH:26][C:23]3=[N:24][CH:25]=[C:20]2[N:5]=1)[CH3:6]. The yield is 0.260. (7) The reactants are Br[C:2]1[CH:3]=[C:4]([N:11]2[CH2:16][CH2:15][O:14][CH2:13][CH2:12]2)[CH:5]=[C:6]([N+:8]([O-:10])=[O:9])[CH:7]=1.[B:17]1([B:17]2[O:21][C:20]([CH3:23])([CH3:22])[C:19]([CH3:25])([CH3:24])[O:18]2)[O:21][C:20]([CH3:23])([CH3:22])[C:19]([CH3:25])([CH3:24])[O:18]1. No catalyst specified. The product is [N+:8]([C:6]1[CH:5]=[C:4]([N:11]2[CH2:16][CH2:15][O:14][CH2:13][CH2:12]2)[CH:3]=[C:2]([B:17]2[O:21][C:20]([CH3:23])([CH3:22])[C:19]([CH3:25])([CH3:24])[O:18]2)[CH:7]=1)([O-:10])=[O:9]. The yield is 0.900. (8) The reactants are [C:9](O[C:9]([O:11][C:12]([CH3:15])([CH3:14])[CH3:13])=[O:10])([O:11][C:12]([CH3:15])([CH3:14])[CH3:13])=[O:10].[CH:16]([S:19][C:20]1[CH:26]=[CH:25][C:23]([NH2:24])=[CH:22][C:21]=1[CH2:27][NH:28][CH3:29])([CH3:18])[CH3:17]. The catalyst is C(#N)C.CN(C1C=CN=CC=1)C.O. The product is [C:12]([O:11][C:9](=[O:10])[N:28]([CH2:27][C:21]1[CH:22]=[C:23]([NH2:24])[CH:25]=[CH:26][C:20]=1[S:19][CH:16]([CH3:18])[CH3:17])[CH3:29])([CH3:13])([CH3:14])[CH3:15]. The yield is 0.580. (9) The reactants are [F:1][C:2]([F:19])([F:18])[C:3]1[CH:4]=[CH:5][C:6]([O:9][C:10]2[CH:17]=[CH:16][C:13]([CH:14]=O)=[CH:12][CH:11]=2)=[N:7][CH:8]=1.C([O-])(=O)C.[NH4+].[N+:25]([CH3:28])([O-:27])=[O:26]. No catalyst specified. The product is [N+:25]([CH:28]=[CH:14][C:13]1[CH:16]=[CH:17][C:10]([O:9][C:6]2[CH:5]=[CH:4][C:3]([C:2]([F:19])([F:18])[F:1])=[CH:8][N:7]=2)=[CH:11][CH:12]=1)([O-:27])=[O:26]. The yield is 0.560. (10) The reactants are [F:1][C:2]1[CH:3]=[CH:4][C:5]([CH3:19])=[C:6]([C:8]2[CH:17]=[C:16]3[C:11]([CH:12]=[C:13]([NH2:18])[N:14]=[CH:15]3)=[CH:10][CH:9]=2)[CH:7]=1.N1C=CC=CC=1.ClC(Cl)(O[C:30](=[O:36])OC(Cl)(Cl)Cl)Cl.[CH3:38][CH:39]([NH2:41])[CH3:40]. The catalyst is O1CCCC1. The product is [F:1][C:2]1[CH:3]=[CH:4][C:5]([CH3:19])=[C:6]([C:8]2[CH:17]=[C:16]3[C:11]([CH:12]=[C:13]([NH:18][C:30]([NH:41][CH:39]([CH3:40])[CH3:38])=[O:36])[N:14]=[CH:15]3)=[CH:10][CH:9]=2)[CH:7]=1. The yield is 0.150.